Dataset: Forward reaction prediction with 1.9M reactions from USPTO patents (1976-2016). Task: Predict the product of the given reaction. Given the reactants Cl.[NH2:2][C:3]1[C:11]2[C:6](=[CH:7][CH:8]=[CH:9][CH:10]=2)[CH2:5][N:4]=1.C[O:13][C:14](=O)[CH2:15][C:16](=O)[CH2:17][CH:18]([CH3:20])[CH3:19].C[O-].[Na+], predict the reaction product. The product is: [CH2:17]([C:16]1[N:2]=[C:3]2[C:11]3[C:6](=[CH:7][CH:8]=[CH:9][CH:10]=3)[CH2:5][N:4]2[C:14](=[O:13])[CH:15]=1)[CH:18]([CH3:20])[CH3:19].